This data is from Catalyst prediction with 721,799 reactions and 888 catalyst types from USPTO. The task is: Predict which catalyst facilitates the given reaction. (1) The catalyst class is: 8. Reactant: [C:1]([C@@H:3]1[CH2:7][CH2:6][CH2:5][C@@H:4]1[NH:8][C:9](=[O:15])[O:10][C:11]([CH3:14])([CH3:13])[CH3:12])#[N:2].[NH2:16][OH:17].Cl.C(N(CC)CC)C.O. Product: [NH2:2][C:1](=[N:16][OH:17])[C@@H:3]1[CH2:7][CH2:6][CH2:5][C@@H:4]1[NH:8][C:9](=[O:15])[O:10][C:11]([CH3:12])([CH3:14])[CH3:13]. (2) Reactant: [H-].[Al+3].[Li+].[H-].[H-].[H-].[CH2:7]([N:14]1[C@H:18]([C:19](OCC)=[O:20])[CH2:17][CH2:16][C@@H:15]1[C:24](OCC)=[O:25])[C:8]1[CH:13]=[CH:12][CH:11]=[CH:10][CH:9]=1.O.[OH-].[Na+]. Product: [CH2:7]([N:14]1[C@H:18]([CH2:19][OH:20])[CH2:17][CH2:16][C@@H:15]1[CH2:24][OH:25])[C:8]1[CH:9]=[CH:10][CH:11]=[CH:12][CH:13]=1. The catalyst class is: 7. (3) Reactant: O[CH2:2][CH:3]1[CH2:7][CH2:6][CH2:5][N:4]1[C:8]([O:10][C:11]([CH3:14])([CH3:13])[CH3:12])=[O:9].[Cl:15][C:16]1[CH:24]=[CH:23][CH:22]=[C:21]2[C:17]=1[C:18]([C:25]([NH:27][CH2:28][CH:29]1[CH2:34][CH2:33][C:32]([F:36])([F:35])[CH2:31][CH2:30]1)=[O:26])=[CH:19][NH:20]2. Product: [Cl:15][C:16]1[CH:24]=[CH:23][CH:22]=[C:21]2[C:17]=1[C:18]([C:25](=[O:26])[NH:27][CH2:28][CH:29]1[CH2:30][CH2:31][C:32]([F:36])([F:35])[CH2:33][CH2:34]1)=[CH:19][N:20]2[CH2:2][CH:3]1[CH2:7][CH2:6][CH2:5][N:4]1[C:8]([O:10][C:11]([CH3:14])([CH3:13])[CH3:12])=[O:9]. The catalyst class is: 11. (4) Reactant: [F:1][C:2]1[C:3]([C:9]2[N:13]([CH:14]3[CH2:19][CH2:18][O:17][CH2:16][CH2:15]3)[C:12]([CH3:20])=[N:11][CH:10]=2)=[N:4][C:5]([NH2:8])=[N:6][CH:7]=1.[F:21][C:22]([F:36])([F:35])[CH2:23][NH:24][S:25]([C:28]1[CH:33]=[CH:32][C:31](Br)=[CH:30][N:29]=1)(=[O:27])=[O:26].C([O-])([O-])=O.[Cs+].[Cs+].CC1(C)C2C(=C(P(C3C=CC=CC=3)C3C=CC=CC=3)C=CC=2)OC2C(P(C3C=CC=CC=3)C3C=CC=CC=3)=CC=CC1=2. Product: [F:1][C:2]1[C:3]([CH:9]2[CH:10]=[N:11][CH:12]([CH3:20])[N:13]2[CH:14]2[CH2:19][CH2:18][O:17][CH2:16][CH2:15]2)=[N:4][C:5]([NH:8][C:31]2[CH:32]=[CH:33][C:28]([S:25]([NH:24][CH2:23][C:22]([F:35])([F:36])[F:21])(=[O:26])=[O:27])=[N:29][CH:30]=2)=[N:6][CH:7]=1. The catalyst class is: 102. (5) Reactant: [Cl:1][C:2]1[N:10]=[C:9]2[C:5]([N:6]=[CH:7][N:8]2[CH3:11])=[C:4]([N:12]2[CH2:17][CH2:16][O:15][CH2:14][CH2:13]2)[N:3]=1.C([Li])CCC.[CH3:23][C:24]([CH3:26])=[O:25]. Product: [Cl:1][C:2]1[N:10]=[C:9]2[C:5]([N:6]=[C:7]([C:24]([OH:25])([CH3:26])[CH3:23])[N:8]2[CH3:11])=[C:4]([N:12]2[CH2:17][CH2:16][O:15][CH2:14][CH2:13]2)[N:3]=1. The catalyst class is: 1. (6) Reactant: [CH:1]1([NH:4][C:5](=[O:23])[C:6]2[CH:11]=[C:10]([C:12]3[CH:13]=[C:14]4[C:18](=[CH:19][CH:20]=3)[NH:17][N:16]=[CH:15]4)[C:9]([CH3:21])=[C:8]([F:22])[CH:7]=2)[CH2:3][CH2:2]1.[H-].[Na+].Br[CH2:27][C:28]([O:30][CH3:31])=[O:29].O. Product: [CH:1]1([NH:4][C:5]([C:6]2[CH:7]=[C:8]([F:22])[C:9]([CH3:21])=[C:10]([C:12]3[CH:13]=[C:14]4[C:18](=[CH:19][CH:20]=3)[N:17]([CH2:27][C:28]([O:30][CH3:31])=[O:29])[N:16]=[CH:15]4)[CH:11]=2)=[O:23])[CH2:2][CH2:3]1. The catalyst class is: 3. (7) Reactant: [NH2:1][C:2]1[CH:16]=[CH:15][CH:14]=[CH:13][C:3]=1[C:4]([NH:6][CH2:7][CH2:8][CH2:9][C:10]([OH:12])=[O:11])=[O:5].C[Si](Cl)(C)C.C(N(CC)CC)C.[Cl:29][C:30]1[CH:31]=[C:32]([CH:36]=[CH:37][CH:38]=1)[C:33](Cl)=[O:34].[OH-].[Na+].Cl. Product: [Cl:29][C:30]1[CH:31]=[C:32]([CH:36]=[CH:37][CH:38]=1)[C:33]([NH:1][C:2]1[CH:16]=[CH:15][CH:14]=[CH:13][C:3]=1[C:4]([NH:6][CH2:7][CH2:8][CH2:9][C:10]([OH:12])=[O:11])=[O:5])=[O:34]. The catalyst class is: 2.